This data is from Catalyst prediction with 721,799 reactions and 888 catalyst types from USPTO. The task is: Predict which catalyst facilitates the given reaction. (1) Reactant: [Cl:1][C:2]1[CH:7]=[CH:6][C:5]([CH:8]([C:21]2[CH:26]=[CH:25][C:24]([Cl:27])=[CH:23][CH:22]=2)[N:9]2[CH2:12][C@H:11]([NH:13]C(=O)C(F)(F)F)[C@H:10]2[CH3:20])=[CH:4][CH:3]=1.[OH-].[Na+]. Product: [Cl:1][C:2]1[CH:7]=[CH:6][C:5]([CH:8]([C:21]2[CH:22]=[CH:23][C:24]([Cl:27])=[CH:25][CH:26]=2)[N:9]2[CH2:12][C@H:11]([NH2:13])[C@H:10]2[CH3:20])=[CH:4][CH:3]=1. The catalyst class is: 8. (2) Reactant: [NH2:1][C:2]1[C:3]([CH:8]=O)=[N:4][CH:5]=[CH:6][CH:7]=1.[Cl:10][C:11]1[CH:16]=[CH:15][C:14]([N+:17]([O-:19])=[O:18])=[CH:13][C:12]=1[C:20](=O)[CH3:21].[OH-].[Na+]. Product: [Cl:10][C:11]1[CH:16]=[CH:15][C:14]([N+:17]([O-:19])=[O:18])=[CH:13][C:12]=1[C:20]1[CH:21]=[CH:8][C:3]2[C:2](=[CH:7][CH:6]=[CH:5][N:4]=2)[N:1]=1. The catalyst class is: 14. (3) Reactant: [Br:1][C:2]1[S:6][C:5]([NH:7][C:8](=[O:10])[CH3:9])=[N:4][CH:3]=1.O[CH2:12][C@@H:13]([N:21]1[C:29](=[O:30])[C:28]2[C:23](=[CH:24][CH:25]=[CH:26][CH:27]=2)[C:22]1=[O:31])[CH2:14][C:15]1[CH:20]=[CH:19][CH:18]=[CH:17][CH:16]=1.C1(P(C2C=CC=CC=2)C2C=CC=CC=2)C=CC=CC=1.CC(OC(/N=N/C(OC(C)C)=O)=O)C. Product: [Br:1][C:2]1[S:6][C:5]([N:7]([CH2:12][C@@H:13]([N:21]2[C:22](=[O:31])[C:23]3[C:28](=[CH:27][CH:26]=[CH:25][CH:24]=3)[C:29]2=[O:30])[CH2:14][C:15]2[CH:16]=[CH:17][CH:18]=[CH:19][CH:20]=2)[C:8](=[O:10])[CH3:9])=[N:4][CH:3]=1. The catalyst class is: 1. (4) Reactant: [C:1]([CH:9]1[C:14](=O)[CH2:13][CH2:12][CH:11]([C:16]([O:18][CH3:19])=[O:17])[CH2:10]1)(=O)[C:2]1[CH:7]=[CH:6][N:5]=[CH:4][CH:3]=1.[C:20]([NH:24][NH2:25])([CH3:23])([CH3:22])[CH3:21]. Product: [C:20]([N:24]1[C:14]2[CH2:13][CH2:12][CH:11]([C:16]([O:18][CH3:19])=[O:17])[CH2:10][C:9]=2[C:1]([C:2]2[CH:7]=[CH:6][N:5]=[CH:4][CH:3]=2)=[N:25]1)([CH3:23])([CH3:22])[CH3:21]. The catalyst class is: 8. (5) Reactant: Cl.Cl.[NH2:3][C:4]1[CH:5]=[CH:6][C:7]([N:11]2[CH2:16][CH2:15][CH2:14][CH:13]([C:17]([N:19]3[CH2:23][CH2:22][CH2:21][CH2:20]3)=O)[CH2:12]2)=[N:8][C:9]=1[NH2:10].C(O)(=O)C.[CH2:28]([N:30](CC)CC)C.[CH:35]1([C:38]2[N:43]=[C:42]([C:44](=N)OCC)[CH:41]=[CH:40][N:39]=2)[CH2:37][CH2:36]1. Product: [CH:35]1([C:38]2[N:43]=[C:42]([C:44]3[NH:10][C:9]4=[N:8][C:7]([N:11]5[CH2:16][CH2:15][CH2:14][CH:13]([C:17]6[N:19]7[CH2:23][CH2:22][CH2:21][C:20]7=[CH:28][N:30]=6)[CH2:12]5)=[CH:6][CH:5]=[C:4]4[N:3]=3)[CH:41]=[CH:40][N:39]=2)[CH2:36][CH2:37]1. The catalyst class is: 8.